Dataset: NCI-60 drug combinations with 297,098 pairs across 59 cell lines. Task: Regression. Given two drug SMILES strings and cell line genomic features, predict the synergy score measuring deviation from expected non-interaction effect. (1) Drug 1: CN1CCC(CC1)COC2=C(C=C3C(=C2)N=CN=C3NC4=C(C=C(C=C4)Br)F)OC. Drug 2: CC1C(C(=O)NC(C(=O)N2CCCC2C(=O)N(CC(=O)N(C(C(=O)O1)C(C)C)C)C)C(C)C)NC(=O)C3=C4C(=C(C=C3)C)OC5=C(C(=O)C(=C(C5=N4)C(=O)NC6C(OC(=O)C(N(C(=O)CN(C(=O)C7CCCN7C(=O)C(NC6=O)C(C)C)C)C)C(C)C)C)N)C. Cell line: SK-OV-3. Synergy scores: CSS=15.3, Synergy_ZIP=-0.0576, Synergy_Bliss=7.93, Synergy_Loewe=6.35, Synergy_HSA=6.70. (2) Drug 1: CN1CCC(CC1)COC2=C(C=C3C(=C2)N=CN=C3NC4=C(C=C(C=C4)Br)F)OC. Drug 2: CC(C)NC(=O)C1=CC=C(C=C1)CNNC.Cl. Cell line: CAKI-1. Synergy scores: CSS=29.5, Synergy_ZIP=-7.38, Synergy_Bliss=-3.94, Synergy_Loewe=-43.2, Synergy_HSA=-1.79. (3) Cell line: HOP-92. Synergy scores: CSS=35.0, Synergy_ZIP=-4.04, Synergy_Bliss=0.704, Synergy_Loewe=-20.6, Synergy_HSA=2.33. Drug 2: CC(C)NC(=O)C1=CC=C(C=C1)CNNC.Cl. Drug 1: CC1OCC2C(O1)C(C(C(O2)OC3C4COC(=O)C4C(C5=CC6=C(C=C35)OCO6)C7=CC(=C(C(=C7)OC)O)OC)O)O. (4) Drug 1: CC1C(C(CC(O1)OC2CC(CC3=C2C(=C4C(=C3O)C(=O)C5=C(C4=O)C(=CC=C5)OC)O)(C(=O)C)O)N)O.Cl. Drug 2: CN(C)C1=NC(=NC(=N1)N(C)C)N(C)C. Cell line: SK-MEL-2. Synergy scores: CSS=5.88, Synergy_ZIP=-0.576, Synergy_Bliss=8.13, Synergy_Loewe=-9.57, Synergy_HSA=4.93. (5) Drug 1: CC1C(C(CC(O1)OC2CC(CC3=C2C(=C4C(=C3O)C(=O)C5=C(C4=O)C(=CC=C5)OC)O)(C(=O)C)O)N)O.Cl. Drug 2: CC(C)CN1C=NC2=C1C3=CC=CC=C3N=C2N. Cell line: MDA-MB-435. Synergy scores: CSS=13.1, Synergy_ZIP=1.43, Synergy_Bliss=8.79, Synergy_Loewe=1.42, Synergy_HSA=5.27. (6) Drug 1: C1CCN(CC1)CCOC2=CC=C(C=C2)C(=O)C3=C(SC4=C3C=CC(=C4)O)C5=CC=C(C=C5)O. Drug 2: CCC1=C2CN3C(=CC4=C(C3=O)COC(=O)C4(CC)O)C2=NC5=C1C=C(C=C5)O. Cell line: HOP-92. Synergy scores: CSS=39.7, Synergy_ZIP=-0.472, Synergy_Bliss=-2.90, Synergy_Loewe=-49.3, Synergy_HSA=-2.06. (7) Drug 1: C1C(C(OC1N2C=C(C(=O)NC2=O)F)CO)O. Drug 2: C1=CC=C(C=C1)NC(=O)CCCCCCC(=O)NO. Cell line: MDA-MB-231. Synergy scores: CSS=23.3, Synergy_ZIP=-7.82, Synergy_Bliss=2.91, Synergy_Loewe=-3.83, Synergy_HSA=2.14.